From a dataset of Forward reaction prediction with 1.9M reactions from USPTO patents (1976-2016). Predict the product of the given reaction. (1) Given the reactants [C:1]([O:5][C:6]([N:8]1[CH2:13][CH2:12][CH:11]([CH2:14][CH2:15][CH2:16][C:17](=[O:27])[NH:18][C:19]2[CH:24]=[CH:23][C:22]([Cl:25])=[C:21]([Cl:26])[CH:20]=2)[CH2:10][CH2:9]1)=[O:7])([CH3:4])([CH3:3])[CH3:2].[H-].[Na+].[CH2:30](I)[CH3:31].C(=O)([O-])O.[Na+], predict the reaction product. The product is: [C:1]([O:5][C:6]([N:8]1[CH2:13][CH2:12][CH:11]([CH2:14][CH2:15][CH2:16][C:17](=[O:27])[N:18]([C:19]2[CH:24]=[CH:23][C:22]([Cl:25])=[C:21]([Cl:26])[CH:20]=2)[CH2:30][CH3:31])[CH2:10][CH2:9]1)=[O:7])([CH3:4])([CH3:2])[CH3:3]. (2) The product is: [Cl:15][C:16]1[CH:21]=[CH:20][CH:19]=[CH:18][C:17]=1[C:2]1[N:7]=[N:6][C:5]([NH2:8])=[N:4][C:3]=1[C:9]1[CH:14]=[CH:13][CH:12]=[CH:11][CH:10]=1. Given the reactants Br[C:2]1[N:7]=[N:6][C:5]([NH2:8])=[N:4][C:3]=1[C:9]1[CH:14]=[CH:13][CH:12]=[CH:11][CH:10]=1.[Cl:15][C:16]1[CH:21]=[CH:20][CH:19]=[CH:18][C:17]=1B(O)O, predict the reaction product. (3) Given the reactants [CH2:1]([O:3][C:4]1[CH:14]=[CH:13][C:7]([NH:8][CH:9]([CH2:11][CH3:12])[CH3:10])=[CH:6][CH:5]=1)[CH3:2].C(O[BH-](OC(=O)C)OC(=O)C)(=O)C.[Na+].[CH2:29]([CH:31]([CH2:34][CH2:35][CH2:36][CH3:37])[CH:32]=O)[CH3:30], predict the reaction product. The product is: [CH2:1]([O:3][C:4]1[CH:14]=[CH:13][C:7]([N:8]([CH2:32][CH:31]([CH2:29][CH3:30])[CH2:34][CH2:35][CH2:36][CH3:37])[CH:9]([CH2:11][CH3:12])[CH3:10])=[CH:6][CH:5]=1)[CH3:2].